This data is from Retrosynthesis with 50K atom-mapped reactions and 10 reaction types from USPTO. The task is: Predict the reactants needed to synthesize the given product. (1) Given the product O=C(CNC(=O)c1ccc(F)cc1)NC(c1ccccc1)c1cccc(Cl)c1, predict the reactants needed to synthesize it. The reactants are: NC(c1ccccc1)c1cccc(Cl)c1.O=C(O)CNC(=O)c1ccc(F)cc1. (2) Given the product CCCN(CCC)C(=O)c1cc(C(=O)N[C@@H](Cc2cc(F)cc(F)c2)[C@H](O)CNCc2cccc(CC)c2)cc(-c2noc(C)n2)c1, predict the reactants needed to synthesize it. The reactants are: CCCN(CCC)C(=O)c1cc(C(=O)O)cc(-c2noc(C)n2)c1.CCc1cccc(CNC[C@@H](O)[C@@H](N)Cc2cc(F)cc(F)c2)c1. (3) Given the product CCOc1ccc(N)c(Br)c1, predict the reactants needed to synthesize it. The reactants are: CCOc1ccc([N+](=O)[O-])c(Br)c1. (4) Given the product CC(C)(C)OC(=O)N1C(C(=O)Nc2nc(-c3ccc(C(=O)NC4CC4)cc3)cs2)CSC1c1cccnc1, predict the reactants needed to synthesize it. The reactants are: CC(C)(C)OC(=O)N1[C@H](C(=O)O)CS[C@@H]1c1cccnc1.Nc1nc(-c2ccc(C(=O)NC3CC3)cc2)cs1. (5) Given the product CCOC(=O)CC(CC(=O)OC(C)(C)C)C(=O)O, predict the reactants needed to synthesize it. The reactants are: CCOC(=O)CC(CC(=O)OC(C)(C)C)C(=O)OCc1ccccc1. (6) Given the product CCOC(=O)C1(COc2cnc(-c3ccc(Cl)cc3)cn2)CCN(C(=O)c2ccc(F)cc2)C1, predict the reactants needed to synthesize it. The reactants are: CCOC(=O)C1(CI)CCN(C(=O)c2ccc(F)cc2)C1.Oc1cnc(-c2ccc(Cl)cc2)cn1. (7) Given the product C[C@]12CC[C@H]3[C@@H](CC[C@H]4C[C@@H](O)CC[C@@]43CO)[C@@H]1CCC2=O, predict the reactants needed to synthesize it. The reactants are: C[C@]12CC[C@H]3[C@@H](CC=C4C[C@@H](O)CC[C@@]43CO)[C@@H]1CCC2=O.